Dataset: Forward reaction prediction with 1.9M reactions from USPTO patents (1976-2016). Task: Predict the product of the given reaction. (1) Given the reactants [NH2:1][C:2]([C:4]1[CH:5]=[C:6]2[C:11](=[CH:12][CH:13]=1)[C:10](=[O:14])[N:9]([CH2:15][CH:16]([CH3:18])[CH3:17])[C:8]([CH2:19][NH:20]C(=O)OC(C)(C)C)=[C:7]2[C:28]1[S:29][CH:30]=[CH:31][CH:32]=1)=[O:3].[ClH:33], predict the reaction product. The product is: [ClH:33].[NH2:20][CH2:19][C:8]1[N:9]([CH2:15][CH:16]([CH3:18])[CH3:17])[C:10](=[O:14])[C:11]2[C:6]([C:7]=1[C:28]1[S:29][CH:30]=[CH:31][CH:32]=1)=[CH:5][C:4]([C:2]([NH2:1])=[O:3])=[CH:13][CH:12]=2. (2) The product is: [OH:11][C:9]1[CH:8]=[C:4]([CH:3]=[C:2]([OH:1])[CH:10]=1)[C:5]([NH:12][C:13]1[CH:18]=[CH:17][C:16]([OH:19])=[CH:15][CH:14]=1)=[O:7]. Given the reactants [OH:1][C:2]1[CH:3]=[C:4]([CH:8]=[C:9]([OH:11])[CH:10]=1)[C:5]([OH:7])=O.[NH2:12][C:13]1[CH:18]=[CH:17][C:16]([OH:19])=[CH:15][CH:14]=1, predict the reaction product.